From a dataset of Reaction yield outcomes from USPTO patents with 853,638 reactions. Predict the reaction yield, written as a fraction of the theoretical maximum amount of product (1.0 means a 100% yield; for example, 0.34 means a 34% yield). (1) The reactants are [Cl:1][C:2]1[C:3]([CH3:18])=[C:4]([NH:10][C@H:11]([C@@H:15]([OH:17])[CH3:16])[C:12]([OH:14])=O)[CH:5]=[CH:6][C:7]=1[C:8]#[N:9].[I:19][C:20]1[CH:29]=[CH:28][C:23]([C:24]([NH:26][NH2:27])=[O:25])=[CH:22][CH:21]=1.O.ON1C2C=CC=CC=2N=N1.Cl.CN(C)CCCN=C=NCC.CCN(CC)CC. The catalyst is C1COCC1. The product is [Cl:1][C:2]1[C:3]([CH3:18])=[C:4]([NH:10][C@H:11]([C@@H:15]([OH:17])[CH3:16])[C:12]([NH:27][NH:26][C:24](=[O:25])[C:23]2[CH:22]=[CH:21][C:20]([I:19])=[CH:29][CH:28]=2)=[O:14])[CH:5]=[CH:6][C:7]=1[C:8]#[N:9]. The yield is 0.770. (2) The reactants are [OH:1][C@@:2]1([CH3:25])[CH2:7][CH2:6][C@H:5]2[C@H:8]3[C@H:18]([CH2:19][CH2:20][C@:3]12[CH3:4])[C@:16]1([CH3:17])[C:11](=[CH:12][C@@H:13]([OH:21])[CH2:14][CH2:15]1)[CH2:10][C@H:9]3[CH2:22][CH:23]=[CH2:24].[C:26]([O:29][C:30]1[CH:35]=[CH:34][CH:33]=[C:32]([CH2:36]C=C)[CH:31]=1)(=[O:28])[CH3:27]. The catalyst is ClCCl.C1CCC(P(C2CCCCC2)C2CCCCC2)CC1.C1CCC(P(C2CCCCC2)C2CCCCC2)CC1.C1C=CC(C=[Ru](Cl)Cl)=CC=1. The product is [OH:1][C@@:2]1([CH3:25])[CH2:7][CH2:6][C@H:5]2[C@H:8]3[C@H:18]([CH2:19][CH2:20][C@:3]12[CH3:4])[C@:16]1([CH3:17])[C:11](=[CH:12][C@@H:13]([OH:21])[CH2:14][CH2:15]1)[CH2:10][C@H:9]3[CH2:22][CH:23]=[CH:24][CH2:36][C:32]1[CH:33]=[CH:34][CH:35]=[C:30]([O:29][C:26](=[O:28])[CH3:27])[CH:31]=1. The yield is 0.640.